Dataset: Catalyst prediction with 721,799 reactions and 888 catalyst types from USPTO. Task: Predict which catalyst facilitates the given reaction. Reactant: [Cl:1][C:2]1[CH:10]=[CH:9][C:5]([C:6](Cl)=[O:7])=[CH:4][CH:3]=1.[CH3:11][NH:12][C@@H:13]([CH2:22][CH2:23][CH3:24])[CH2:14][N:15]1[CH2:20][CH2:19][CH:18]([OH:21])[CH2:17][CH2:16]1. Product: [Cl:1][C:2]1[CH:10]=[CH:9][C:5]([C:6]([N:12]([C@@H:13]([CH2:22][CH2:23][CH3:24])[CH2:14][N:15]2[CH2:16][CH2:17][CH:18]([OH:21])[CH2:19][CH2:20]2)[CH3:11])=[O:7])=[CH:4][CH:3]=1. The catalyst class is: 2.